From a dataset of Full USPTO retrosynthesis dataset with 1.9M reactions from patents (1976-2016). Predict the reactants needed to synthesize the given product. (1) Given the product [ClH:33].[CH3:1][C:2]1[CH:7]=[CH:6][CH:5]=[CH:4][C:3]=1[C:8]1[N:12]([S:13]([C:16]2[CH:17]=[N:18][CH:19]=[CH:20][CH:21]=2)(=[O:15])=[O:14])[CH:11]=[C:10]([CH:22]=[O:24])[CH:9]=1, predict the reactants needed to synthesize it. The reactants are: [CH3:1][C:2]1[CH:7]=[CH:6][CH:5]=[CH:4][C:3]=1[C:8]1[N:12]([S:13]([C:16]2[CH:17]=[N:18][CH:19]=[CH:20][CH:21]=2)(=[O:15])=[O:14])[CH:11]=[C:10]([C:22]#N)[CH:9]=1.[O:24]1CCCC1.C(O)(=O)C.[ClH:33].C(OCC)(=O)C. (2) Given the product [C:31]([O:30][C:29](=[O:35])[NH:28][C:24]1([C:21]2[CH:22]=[CH:23][C:18]([C:9]3[C:10]([C:12]4[CH:13]=[CH:14][CH:15]=[CH:16][CH:17]=4)=[CH:11][C:5]4[N:4]([CH3:37])[C:3](=[O:36])[CH:2]([CH3:1])[O:7][C:6]=4[N:8]=3)=[CH:19][CH:20]=2)[CH2:25][CH2:26][CH2:27]1)([CH3:32])([CH3:34])[CH3:33], predict the reactants needed to synthesize it. The reactants are: [CH3:1][CH:2]1[O:7][C:6]2[N:8]=[C:9]([C:18]3[CH:23]=[CH:22][C:21]([C:24]4([NH:28][C:29](=[O:35])[O:30][C:31]([CH3:34])([CH3:33])[CH3:32])[CH2:27][CH2:26][CH2:25]4)=[CH:20][CH:19]=3)[C:10]([C:12]3[CH:17]=[CH:16][CH:15]=[CH:14][CH:13]=3)=[CH:11][C:5]=2[NH:4][C:3]1=[O:36].[C:37](=O)([O-])[O-].[K+].[K+].IC. (3) Given the product [CH3:39][C:36]1[CH:37]=[CH:38][C:33]([C:31]2[N:32]=[C:26]([CH:11]3[CH2:12][CH:13]([C:15]4[CH:20]=[CH:19][C:18]([O:21][C:22]([F:23])([F:25])[F:24])=[CH:17][CH:16]=4)[CH2:14][N:9]([C:7]([N:1]4[CH2:6][CH2:5][O:4][CH2:3][CH2:2]4)=[O:8])[CH2:10]3)[O:28][N:30]=2)=[CH:34][CH:35]=1, predict the reactants needed to synthesize it. The reactants are: [N:1]1([C:7]([N:9]2[CH2:14][CH:13]([C:15]3[CH:20]=[CH:19][C:18]([O:21][C:22]([F:25])([F:24])[F:23])=[CH:17][CH:16]=3)[CH2:12][CH:11]([C:26]([OH:28])=O)[CH2:10]2)=[O:8])[CH2:6][CH2:5][O:4][CH2:3][CH2:2]1.O[N:30]=[C:31]([C:33]1[CH:38]=[CH:37][C:36]([CH3:39])=[CH:35][CH:34]=1)[NH2:32].